From a dataset of Full USPTO retrosynthesis dataset with 1.9M reactions from patents (1976-2016). Predict the reactants needed to synthesize the given product. (1) Given the product [CH3:37][C:31]1[CH:30]=[C:29]([C:8]2[C:9]([O:13][C:14]3[CH:28]=[CH:27][C:17]([O:18][CH2:19][CH2:20][N:21]4[CH2:26][CH2:25][CH2:24][CH2:23][CH2:22]4)=[CH:16][CH:15]=3)=[C:10]3[C:5](=[CH:6][CH:7]=2)[CH:4]=[C:3]([OH:2])[CH:12]=[CH:11]3)[CH:34]=[CH:33][C:32]=1[S:35][CH3:36], predict the reactants needed to synthesize it. The reactants are: C[O:2][C:3]1[CH:4]=[C:5]2[C:10](=[CH:11][CH:12]=1)[C:9]([O:13][C:14]1[CH:28]=[CH:27][C:17]([O:18][CH2:19][CH2:20][N:21]3[CH2:26][CH2:25][CH2:24][CH2:23][CH2:22]3)=[CH:16][CH:15]=1)=[C:8]([C:29]1[CH:34]=[CH:33][C:32]([S:35][CH3:36])=[C:31]([CH3:37])[CH:30]=1)[CH:7]=[CH:6]2.Cl.B(Br)(Br)Br.O. (2) Given the product [Cl:22][C:5]1[CH:6]=[C:7]([C:11]([O:13][CH3:14])=[O:12])[C:8](=[O:10])[NH:9][C:4]=1[C:3]([F:15])([F:16])[C:2]([F:1])([F:21])[C:17]([F:19])([F:18])[F:20], predict the reactants needed to synthesize it. The reactants are: [F:1][C:2]([F:21])([C:17]([F:20])([F:19])[F:18])[C:3]([F:16])([F:15])[C:4]1[NH:9][C:8](=[O:10])[C:7]([C:11]([O:13][CH3:14])=[O:12])=[CH:6][CH:5]=1.[Cl:22]N1C(=O)CCC1=O.O. (3) Given the product [C:36]([O:35][C:33]([N:4]1[CH2:5][CH2:6][C@H:2]([CH3:1])[C@@H:3]1[C:15]([OH:17])=[O:16])=[O:34])([CH3:37])([CH3:38])[CH3:39], predict the reactants needed to synthesize it. The reactants are: [CH3:1][C@H:2]1[CH2:6][CH2:5][N:4](C(C2C=CC=CC=2)C)[C@H:3]1[C:15]([O:17]CC1C=CC=CC=1)=[O:16].[CH3:37][C:36]([O:35][C:33](O[C:33]([O:35][C:36]([CH3:39])([CH3:38])[CH3:37])=[O:34])=[O:34])([CH3:39])[CH3:38].[H][H]. (4) Given the product [CH2:2]([O:3][C:4](=[N:14][CH2:13][C:12]([F:16])([F:15])[F:11])[CH3:6])[CH3:1], predict the reactants needed to synthesize it. The reactants are: [CH3:1][CH2:2][O:3][C:4]([C:6](N)=O)=O.Cl.Cl.[F:11][C:12]([F:16])([F:15])[CH2:13][NH2:14].C([O-])([O-])=O.[K+].[K+].